The task is: Predict the reactants needed to synthesize the given product.. This data is from Full USPTO retrosynthesis dataset with 1.9M reactions from patents (1976-2016). (1) Given the product [ClH:32].[ClH:32].[CH:1]1([CH2:4][NH:5][C@@H:13]2[CH2:15][C@H:14]2[C:16]2[CH:21]=[C:20]([CH:19]=[CH:18][C:17]=2[CH3:31])[C:22]([NH:23][C:24]2[CH:25]=[N:26][N:27]([CH3:29])[CH:28]=2)=[O:30])[CH2:3][CH2:2]1, predict the reactants needed to synthesize it. The reactants are: [CH:1]1([CH2:4][N:5]([CH:13]2[CH2:15][CH:14]2[C:16]2[CH:21]=[C:20]([C:22](=[O:30])[NH:23][C:24]3[CH:25]=[N:26][N:27]([CH3:29])[CH:28]=3)[CH:19]=[CH:18][C:17]=2[CH3:31])C(=O)OC(C)(C)C)[CH2:3][CH2:2]1.[ClH:32].CO. (2) Given the product [F:2][C:3]1[CH:4]=[C:5]([C@@H:14]([C:29]2[C:34]([F:35])=[CH:33][CH:32]=[CH:31][N:30]=2)[NH:15][C:16](=[O:28])[C:17]2[CH:22]=[C:21]([OH:23])[C:20]([N+:25]([O-:27])=[O:26])=[CH:19][N:18]=2)[CH:6]=[CH:7][C:8]=1[O:9][C:10]([F:11])([F:12])[F:13], predict the reactants needed to synthesize it. The reactants are: Br.[F:2][C:3]1[CH:4]=[C:5]([C@@H:14]([C:29]2[C:34]([F:35])=[CH:33][CH:32]=[CH:31][N:30]=2)[NH:15][C:16](=[O:28])[C:17]2[CH:22]=[C:21]([O:23]C)[C:20]([N+:25]([O-:27])=[O:26])=[CH:19][N:18]=2)[CH:6]=[CH:7][C:8]=1[O:9][C:10]([F:13])([F:12])[F:11].CCOC(C)=O. (3) Given the product [C:19]([N:9]1[C@@H:8]([CH2:1][C:2]2[CH:3]=[CH:4][CH:5]=[CH:6][CH:7]=2)[CH2:12][O:11][C:10]1=[O:13])(=[O:23])/[CH:20]=[CH:21]/[CH3:22], predict the reactants needed to synthesize it. The reactants are: [CH2:1]([C@H:8]1[CH2:12][O:11][C:10](=[O:13])[NH:9]1)[C:2]1[CH:7]=[CH:6][CH:5]=[CH:4][CH:3]=1.[Li]CCCC.[C:19](Cl)(=[O:23])/[CH:20]=[CH:21]/[CH3:22]. (4) Given the product [F:46][C:42]1[CH:41]=[C:40]2[C:45]([C:36]([NH:54][C:55]3[CH:56]=[C:57]([CH:62]=[C:63]([N:65]4[CH2:66][CH2:67][O:68][CH2:69][CH2:70]4)[CH:64]=3)[C:58]([NH:60][CH3:61])=[O:59])=[C:37]([CH3:53])[C:38]([C:47]3[CH:52]=[CH:51][CH:50]=[CH:49][N:48]=3)=[N:39]2)=[CH:44][CH:43]=1, predict the reactants needed to synthesize it. The reactants are: CC(C1C=C(C(C)C)C(C2C=CC=CC=2P(C2CCCCC2)C2CCCCC2)=C(C(C)C)C=1)C.Cl[C:36]1[C:45]2[C:40](=[CH:41][C:42]([F:46])=[CH:43][CH:44]=2)[N:39]=[C:38]([C:47]2[CH:52]=[CH:51][CH:50]=[CH:49][N:48]=2)[C:37]=1[CH3:53].[NH2:54][C:55]1[CH:56]=[C:57]([CH:62]=[C:63]([N:65]2[CH2:70][CH2:69][O:68][CH2:67][CH2:66]2)[CH:64]=1)[C:58]([NH:60][CH3:61])=[O:59].C(=O)([O-])[O-].[K+].[K+]. (5) Given the product [CH3:16][CH:7]([O:6][C:5]1[CH:17]=[CH:18][C:2]([C:22]2[CH:23]=[CH:24][CH:25]=[CH:26][C:21]=2[CH:19]=[O:20])=[CH:3][CH:4]=1)[CH2:8][NH:9][S:10]([CH:13]([CH3:15])[CH3:14])(=[O:12])=[O:11], predict the reactants needed to synthesize it. The reactants are: Br[C:2]1[CH:18]=[CH:17][C:5]([O:6][CH:7]([CH3:16])[CH2:8][NH:9][S:10]([CH:13]([CH3:15])[CH3:14])(=[O:12])=[O:11])=[CH:4][CH:3]=1.[CH:19]([C:21]1[CH:26]=[CH:25][CH:24]=[CH:23][C:22]=1B(O)O)=[O:20].C(=O)([O-])[O-].[Na+].[Na+]. (6) The reactants are: [Cl:1][C:2]1[CH:7]=[C:6]([Cl:8])[CH:5]=[CH:4][C:3]=1[N:9]1[C:14]2=[N:15][C:16]3[C:17](=[C:18]([C:22]([N:24]([CH2:27][CH3:28])[CH2:25][CH3:26])=O)[CH:19]=[CH:20][CH:21]=3)[N:13]2[CH2:12][CH2:11][CH2:10]1.[B].O1CCCC1. Given the product [Cl:1][C:2]1[CH:7]=[C:6]([Cl:8])[CH:5]=[CH:4][C:3]=1[N:9]1[C:14]2=[N:15][C:16]3[CH:21]=[CH:20][CH:19]=[C:18]([CH2:22][N:24]([CH2:27][CH3:28])[CH2:25][CH3:26])[C:17]=3[N:13]2[CH2:12][CH2:11][CH2:10]1, predict the reactants needed to synthesize it. (7) Given the product [NH2:8][CH2:9][C@@H:10]1[CH2:15][CH2:14][CH2:13][N:12]([CH2:16][C:17]2[CH:22]=[CH:21][C:20]([C:23]([NH:24][CH2:25][C:26]3[CH:31]=[C:30]([Cl:32])[CH:29]=[CH:28][C:27]=3[S:33]([CH2:36][CH3:37])(=[O:35])=[O:34])=[O:38])=[CH:19][C:18]=2[C:39]([F:40])([F:42])[F:41])[CH2:11]1, predict the reactants needed to synthesize it. The reactants are: Cl.C(OC(=O)[NH:8][CH2:9][C@@H:10]1[CH2:15][CH2:14][CH2:13][N:12]([CH2:16][C:17]2[CH:22]=[CH:21][C:20]([C:23](=[O:38])[NH:24][CH2:25][C:26]3[CH:31]=[C:30]([Cl:32])[CH:29]=[CH:28][C:27]=3[S:33]([CH2:36][CH3:37])(=[O:35])=[O:34])=[CH:19][C:18]=2[C:39]([F:42])([F:41])[F:40])[CH2:11]1)(C)(C)C.[OH-].[Na+].